Dataset: Forward reaction prediction with 1.9M reactions from USPTO patents (1976-2016). Task: Predict the product of the given reaction. (1) Given the reactants [CH2:1]([O:3][C:4]1[CH:5]=[C:6]([C:10]2[CH:15]=[CH:14][C:13]([CH2:16][C:17](O)=[O:18])=[C:12]([N+:20]([O-])=O)[CH:11]=2)[CH:7]=[CH:8][CH:9]=1)[CH3:2], predict the reaction product. The product is: [CH2:1]([O:3][C:4]1[CH:5]=[C:6]([C:10]2[CH:11]=[C:12]3[C:13]([CH2:16][C:17](=[O:18])[NH:20]3)=[CH:14][CH:15]=2)[CH:7]=[CH:8][CH:9]=1)[CH3:2]. (2) Given the reactants C1(=O)[N:5]([CH:6]([C:27]2[CH:32]=[CH:31][CH:30]=[CH:29][N:28]=2)[CH2:7][CH2:8][CH2:9][CH2:10][CH2:11][CH2:12][CH2:13][CH2:14][CH2:15][N:16]2C(=O)C3=CC=CC=C3C2=O)C(=O)C2=CC=CC=C12.NN, predict the reaction product. The product is: [NH2:5][CH:6]([C:27]1[CH:32]=[CH:31][CH:30]=[CH:29][N:28]=1)[CH2:7][CH2:8][CH2:9][CH2:10][CH2:11][CH2:12][CH2:13][CH2:14][CH2:15][NH2:16]. (3) Given the reactants [Br:1][C:2]1[CH:7]=[CH:6][C:5]([OH:8])=[CH:4][C:3]=1[N+:9]([O-:11])=[O:10].[CH:12]1[CH:17]=[CH:16][C:15]([CH2:18]Br)=[CH:14][CH:13]=1.C([O-])([O-])=O.[K+].[K+], predict the reaction product. The product is: [CH2:18]([O:8][C:5]1[CH:6]=[CH:7][C:2]([Br:1])=[C:3]([N+:9]([O-:11])=[O:10])[CH:4]=1)[C:15]1[CH:16]=[CH:17][CH:12]=[CH:13][CH:14]=1. (4) Given the reactants [NH2:1][CH2:2][CH2:3][O:4][C:5]1[CH:6]=[C:7]2[C:12](=[CH:13][CH:14]=1)[CH:11]=[C:10]([CH2:15][CH2:16][NH:17][S:18]([CH3:21])(=[O:20])=[O:19])[CH:9]=[CH:8]2.C(N(CC)CC)C.[C:29](Cl)(=[O:36])[C:30]1[CH:35]=[CH:34][CH:33]=[CH:32][CH:31]=1, predict the reaction product. The product is: [CH3:21][S:18]([NH:17][CH2:16][CH2:15][C:10]1[CH:11]=[C:12]2[C:7](=[CH:8][CH:9]=1)[CH:6]=[C:5]([O:4][CH2:3][CH2:2][NH:1][C:29](=[O:36])[C:30]1[CH:35]=[CH:34][CH:33]=[CH:32][CH:31]=1)[CH:14]=[CH:13]2)(=[O:20])=[O:19].